Predict which catalyst facilitates the given reaction. From a dataset of Catalyst prediction with 721,799 reactions and 888 catalyst types from USPTO. (1) The catalyst class is: 43. Product: [CH3:14][C:13]1[NH:12][C:5]2[C:6]([C:8]([F:11])([F:10])[F:9])=[CH:7][CH:2]=[CH:3][C:4]=2[N:16]=1. Reactant: Br[C:2]1[CH:7]=[C:6]([C:8]([F:11])([F:10])[F:9])[C:5]([NH:12][C:13](=O)[CH3:14])=[C:4]([N+:16]([O-])=O)[CH:3]=1.C([O-])=O.[NH4+]. (2) Reactant: [Cl:1][C:2]1[C:3]([CH3:29])=[C:4]([NH:10][C:11]([N:13]2[CH2:17][CH2:16][C@H:15]([O:18][Si:19]([C:22]([CH3:25])([CH3:24])[CH3:23])([CH3:21])[CH3:20])[C@@:14]2([CH2:27]O)[CH3:26])=[O:12])[CH:5]=[CH:6][C:7]=1[C:8]#[N:9].CC(C)([O-])C.[K+].C1(C)C=CC(S(Cl)(=O)=O)=CC=1. Product: [Si:19]([O:18][C@@H:15]1[C@@:14]2([CH3:26])[N:13](/[C:11](=[N:10]/[C:4]3[CH:5]=[CH:6][C:7]([C:8]#[N:9])=[C:2]([Cl:1])[C:3]=3[CH3:29])/[O:12][CH2:27]2)[CH2:17][CH2:16]1)([C:22]([CH3:23])([CH3:25])[CH3:24])([CH3:20])[CH3:21].[Cl:1][C:2]1[C:3]([CH3:29])=[C:4]([N:10]2[CH2:26][C@@:14]3([CH3:27])[C@@H:15]([OH:18])[CH2:16][CH2:17][N:13]3[C:11]2=[O:12])[CH:5]=[CH:6][C:7]=1[C:8]#[N:9]. The catalyst class is: 249. (3) Reactant: F[B-](F)(F)F.[F:6][C:7]([F:22])([F:21])[S+:8]1[C:12]2[CH:13]=[CH:14][CH:15]=[CH:16][C:11]=2[C:10]2[CH:17]=[CH:18][CH:19]=[CH:20][C:9]1=2.[S:23]([C:27]([C:30]([C:33]([C:36]([F:39])([F:38])[F:37])([F:35])[F:34])([F:32])[F:31])([F:29])[F:28])([O-:26])(=[O:25])=[O:24].[K+]. Product: [F:39][C:36]([F:37])([F:38])[C:33]([F:34])([F:35])[C:30]([F:31])([F:32])[C:27]([F:28])([F:29])[S:23]([O-:26])(=[O:25])=[O:24].[F:21][C:7]([F:6])([F:22])[S+:8]1[C:12]2[CH:13]=[CH:14][CH:15]=[CH:16][C:11]=2[C:10]2[CH:17]=[CH:18][CH:19]=[CH:20][C:9]1=2. The catalyst class is: 84. (4) Reactant: C(N(C(C)C)CC)(C)C.[Br:10][C:11]1[CH:18]=[CH:17][C:14]([CH2:15]Br)=[CH:13][CH:12]=1.Cl.[NH:20]1[CH2:24][CH2:23][C@@H:22]([OH:25])[CH2:21]1. The catalyst class is: 9. Product: [Br:10][C:11]1[CH:18]=[CH:17][C:14]([CH2:15][N:20]2[CH2:24][CH2:23][C@@H:22]([OH:25])[CH2:21]2)=[CH:13][CH:12]=1. (5) Reactant: [OH:1][CH2:2][CH2:3][CH2:4][NH:5][C:6](=[O:12])[O:7][C:8]([CH3:11])([CH3:10])[CH3:9].N1C=CC=CC=1.[C:19](Cl)(=[O:23])[O:20][CH2:21][CH3:22]. Product: [C:19](=[O:23])([O:20][CH2:21][CH3:22])[O:1][CH2:2][CH2:3][CH2:4][NH:5][C:6]([O:7][C:8]([CH3:9])([CH3:11])[CH3:10])=[O:12]. The catalyst class is: 13. (6) Reactant: [O:1]1[CH2:5][C:4](=[O:6])[CH2:3][C:2]1=[O:7].C([O-])([O-])=O.[K+].[K+].[Br:14][CH2:15][CH2:16][CH2:17][CH2:18][CH2:19]Br. Product: [Br:14][CH2:15][CH2:16][CH2:17][CH2:18][CH2:19][CH:3]1[C:4](=[O:6])[CH2:5][O:1][C:2]1=[O:7]. The catalyst class is: 1.